This data is from Full USPTO retrosynthesis dataset with 1.9M reactions from patents (1976-2016). The task is: Predict the reactants needed to synthesize the given product. (1) Given the product [CH:3]([C@@H:2]([C@H:43]([OH:46])[CH2:44][CH3:45])[C:1]([N:6]1[C@@H:10]([CH2:11][C:12]2[CH:13]=[CH:14][CH:15]=[CH:16][CH:17]=2)[CH2:9][O:8][C:7]1=[O:18])=[O:5])=[CH2:4], predict the reactants needed to synthesize it. The reactants are: [C:1]([N:6]1[C@@H:10]([CH2:11][C:12]2[CH:17]=[CH:16][CH:15]=[CH:14][CH:13]=2)[CH2:9][O:8][C:7]1=[O:18])(=[O:5])/[CH:2]=[CH:3]/[CH3:4].C(N(CC)CC)C.[O-]S(C(F)(F)F)(=O)=O.C([B+]CCCC)CCC.[CH:43](=[O:46])[CH2:44][CH3:45]. (2) Given the product [C:1](=[O:37])([O:2][CH2:3][CH2:4][N:44]1[CH2:49][CH2:48][O:47][CH2:46][CH2:45]1)[O:6][C:7]([CH3:36])([CH3:35])[CH2:8][NH:9][C:10]([NH:12][C@H:13]([CH:32]([CH3:34])[CH3:33])[C:14]([N:16]1[CH2:21][CH2:20][C@@:19]([C:23]2[CH:28]=[CH:27][C:26]([Cl:29])=[CH:25][CH:24]=2)([OH:22])[C:18]([CH3:31])([CH3:30])[CH2:17]1)=[O:15])=[O:11], predict the reactants needed to synthesize it. The reactants are: [C:1](=[O:37])([O:6][C:7]([CH3:36])([CH3:35])[CH2:8][NH:9][C:10]([NH:12][C@H:13]([CH:32]([CH3:34])[CH3:33])[C:14]([N:16]1[CH2:21][CH2:20][C@@:19]([C:23]2[CH:28]=[CH:27][C:26]([Cl:29])=[CH:25][CH:24]=2)([OH:22])[C:18]([CH3:31])([CH3:30])[CH2:17]1)=[O:15])=[O:11])[O:2][CH2:3][CH2:4]Br.C([O-])([O-])=O.[K+].[K+].[NH:44]1[CH2:49][CH2:48][O:47][CH2:46][CH2:45]1. (3) The reactants are: [C:1]([OH:9])(=[O:8])[CH:2]([CH2:4][C:5]([OH:7])=[O:6])[OH:3].C(=O)(O)O.[NH2:14][NH:15][C:16]([NH2:18])=[NH:17].C(=O)=O. Given the product [C:1]([O-:9])(=[O:8])[CH:2]([CH2:4][C:5]([O-:7])=[O:6])[OH:3].[NH2:14][NH:15][C:16]([NH2:18])=[NH2+:17].[NH2:14][NH:15][C:16]([NH2:18])=[NH2+:17], predict the reactants needed to synthesize it. (4) Given the product [Cl:28][C:15]1[N:16]=[N:17][C:18]([CH3:19])=[C:13]([C:4]2[CH:5]=[C:6]([C:9]([F:12])([F:11])[F:10])[CH:7]=[CH:8][C:3]=2[O:2][CH3:1])[CH:14]=1, predict the reactants needed to synthesize it. The reactants are: [CH3:1][O:2][C:3]1[CH:8]=[CH:7][C:6]([C:9]([F:12])([F:11])[F:10])=[CH:5][C:4]=1[C:13]1[C:18]([CH3:19])=[N:17][NH:16][C:15](=O)[CH:14]=1.C(=O)(O)[O-].[Na+].P(Cl)(Cl)([Cl:28])=O. (5) Given the product [Cl:1][C:2]1[C:3]([OH:36])=[C:4]([CH:8]=[C:9]([C:11]2[CH:12]=[C:13]3[C:19]([C:20]4[CH:25]=[CH:24][CH:23]=[CH:22][C:21]=4[O:26][CH3:27])=[N:18][NH:17][C:14]3=[N:15][CH:16]=2)[CH:10]=1)[C:5]([OH:7])=[O:6], predict the reactants needed to synthesize it. The reactants are: [Cl:1][C:2]1[C:3]([OH:36])=[C:4]([CH:8]=[C:9]([C:11]2[CH:12]=[C:13]3[C:19]([C:20]4[CH:25]=[CH:24][CH:23]=[CH:22][C:21]=4[O:26][CH3:27])=[N:18][N:17](COCC[Si](C)(C)C)[C:14]3=[N:15][CH:16]=2)[CH:10]=1)[C:5]([OH:7])=[O:6].Cl(O)(=O)(=O)=O.O. (6) Given the product [CH2:2]([O:9][C:10]([CH:12]1[CH2:17][CH2:16][CH2:15][N:14]([CH:18]2[CH2:23][CH2:22][N:21]([C:38]([C:36]3[C:37]4[C:28]([CH:29]=[C:30]5[C:35]=3[CH:34]=[CH:33][CH:32]=[CH:31]5)=[CH:27][CH:26]=[CH:25][CH:24]=4)=[O:39])[CH2:20][CH2:19]2)[CH2:13]1)=[O:11])[C:3]1[CH:4]=[CH:5][CH:6]=[CH:7][CH:8]=1, predict the reactants needed to synthesize it. The reactants are: Cl.[CH2:2]([O:9][C:10]([CH:12]1[CH2:17][CH2:16][CH2:15][N:14]([CH:18]2[CH2:23][CH2:22][NH:21][CH2:20][CH2:19]2)[CH2:13]1)=[O:11])[C:3]1[CH:8]=[CH:7][CH:6]=[CH:5][CH:4]=1.[CH:24]1[C:37]2[C:28](=[CH:29][C:30]3[C:35]([C:36]=2[C:38](Cl)=[O:39])=[CH:34][CH:33]=[CH:32][CH:31]=3)[CH:27]=[CH:26][CH:25]=1. (7) Given the product [F:62][C:63]([F:82])([F:81])[S:64]([O:1][C:2]1[CH:11]=[CH:10][C:9]2[O:8][C@:7]3([CH3:16])[CH2:12][CH2:13][CH2:14][O:15][C@H:6]3[C@:5]3([C:20](=[O:21])[N:19]([CH3:22])[C:18](/[N:23]=[CH:24]/[N:25]([CH3:26])[CH3:27])=[N:17]3)[C:4]=2[CH:3]=1)(=[O:66])=[O:65], predict the reactants needed to synthesize it. The reactants are: [OH:1][C:2]1[CH:11]=[CH:10][C:9]2[O:8][C@:7]3([CH3:16])[CH2:12][CH2:13][CH2:14][O:15][C@H:6]3[C@:5]3([C:20](=[O:21])[N:19]([CH3:22])[C:18](/[N:23]=[CH:24]/[N:25]([CH3:27])[CH3:26])=[N:17]3)[C:4]=2[CH:3]=1.OC1C=CC2O[C@@]3(C)CCCO[C@H]3[C@]3(C(=O)N(C)C(/N=C/N(C)C)=N3)C=2C=1.C(N(CC)CC)C.[F:62][C:63]([F:82])([F:81])[S:64](N(C1C=CC=CC=1)[S:64]([C:63]([F:82])([F:81])[F:62])(=[O:66])=[O:65])(=[O:66])=[O:65]. (8) The reactants are: [OH:1][C@@H:2]1[CH2:25][CH2:24][C@@:23]2([CH3:26])[C@H:4]([CH2:5][C:6](=[O:28])[C@@H:7]3[C@@H:22]2[CH2:21][CH2:20][C@@:19]2([CH3:27])[C@H:8]3[CH2:9][CH2:10][C@@H:11]2[C@H:12]([CH3:18])[CH2:13][CH2:14][C:15]([OH:17])=[O:16])[CH2:3]1.[CH3:29]O. Given the product [OH:1][C@@H:2]1[CH2:25][CH2:24][C@@:23]2([CH3:26])[C@H:4]([CH2:5][C:6](=[O:28])[C@@H:7]3[C@@H:22]2[CH2:21][CH2:20][C@@:19]2([CH3:27])[C@H:8]3[CH2:9][CH2:10][C@@H:11]2[C@H:12]([CH3:18])[CH2:13][CH2:14][C:15]([O:17][CH3:29])=[O:16])[CH2:3]1, predict the reactants needed to synthesize it. (9) Given the product [CH2:32]([N:3]([C:1]1[CH:39]=[CH:38][CH:37]=[CH:42][CH:2]=1)[C:4](=[O:31])[CH:5]([CH2:22][C:23]1[CH:28]=[CH:27][C:26]([O:29][CH3:30])=[CH:25][CH:24]=1)[C:6]([NH:8][S:9]([C:12]1[CH:21]=[CH:20][C:19]2[C:14](=[CH:15][CH:16]=[CH:17][CH:18]=2)[CH:13]=1)(=[O:10])=[O:11])=[O:7])[CH3:33], predict the reactants needed to synthesize it. The reactants are: [CH2:1]([N:3]([CH2:32][CH3:33])[C:4](=[O:31])[CH:5]([CH2:22][C:23]1[CH:28]=[CH:27][C:26]([O:29][CH3:30])=[CH:25][CH:24]=1)[C:6]([NH:8][S:9]([C:12]1[CH:21]=[CH:20][C:19]2[C:14](=[CH:15][CH:16]=[CH:17][CH:18]=2)[CH:13]=1)(=[O:11])=[O:10])=[O:7])[CH3:2].C(N[C:37]1[CH:42]=CC=[CH:39][CH:38]=1)C. (10) The reactants are: [NH2:1][C:2]1[O:3][CH2:4][CH:5]([C:7]2[CH:12]=[CH:11][C:10]([NH:13][C:14](=[O:22])[C:15]3[CH:20]=[CH:19][C:18](Cl)=[CH:17][CH:16]=3)=[CH:9][CH:8]=2)[N:6]=1.C([O-])=O.[NH4+]. Given the product [NH2:1][C:2]1[O:3][CH2:4][CH:5]([C:7]2[CH:8]=[CH:9][C:10]([NH:13][C:14](=[O:22])[C:15]3[CH:20]=[CH:19][CH:18]=[CH:17][CH:16]=3)=[CH:11][CH:12]=2)[N:6]=1, predict the reactants needed to synthesize it.